From a dataset of Reaction yield outcomes from USPTO patents with 853,638 reactions. Predict the reaction yield, written as a fraction of the theoretical maximum amount of product (1.0 means a 100% yield; for example, 0.34 means a 34% yield). (1) The reactants are [F:1][C:2]1[CH:7]=[C:6]([CH:8]=C)[CH:5]=[CH:4][C:3]=1[NH:10][S:11]([CH3:14])(=[O:13])=[O:12].I([O-])(=O)(=O)=[O:16].[Na+]. The catalyst is CC(C)=O.O.[Os](=O)(=O)(=O)=O. The product is [F:1][C:2]1[CH:7]=[C:6]([CH:8]=[O:16])[CH:5]=[CH:4][C:3]=1[NH:10][S:11]([CH3:14])(=[O:13])=[O:12]. The yield is 0.480. (2) The reactants are [C:1]([O:5][C:6](=[O:25])[NH:7][CH:8]([C:17](=[O:24])[NH:18][CH2:19][CH2:20][CH2:21][CH2:22][CH3:23])[CH2:9][C:10]1[CH:15]=[CH:14][C:13]([NH2:16])=[CH:12][CH:11]=1)([CH3:4])([CH3:3])[CH3:2].[Na+].[I-:27]. The catalyst is C(O)(=O)C. The product is [C:1]([O:5][C:6](=[O:25])[NH:7][CH:8]([C:17](=[O:24])[NH:18][CH2:19][CH2:20][CH2:21][CH2:22][CH3:23])[CH2:9][C:10]1[CH:11]=[CH:12][C:13]([NH2:16])=[C:14]([I:27])[CH:15]=1)([CH3:2])([CH3:3])[CH3:4]. The yield is 0.460. (3) The reactants are C[O:2][C:3]([C:5]1[N:6]=[C:7]([CH2:10][NH:11][C:12](=[O:26])[CH2:13][O:14][C:15]2[CH:20]=[CH:19][C:18]([O:21][C:22]([F:25])([F:24])[F:23])=[CH:17][CH:16]=2)[S:8][CH:9]=1)=[O:4].CO.[OH-].[Na+]. The catalyst is O. The product is [F:25][C:22]([F:23])([F:24])[O:21][C:18]1[CH:19]=[CH:20][C:15]([O:14][CH2:13][C:12]([NH:11][CH2:10][C:7]2[S:8][CH:9]=[C:5]([C:3]([OH:4])=[O:2])[N:6]=2)=[O:26])=[CH:16][CH:17]=1. The yield is 0.860. (4) The reactants are CS(O[CH2:6][CH2:7][N:8]1[CH:12]=[C:11]([C:13]2[CH:18]=[C:17]([C:19]([O:21]C)=[O:20])[CH:16]=[CH:15][N:14]=2)[N:10]=[CH:9]1)(=O)=O.[F:23][C:24]1[CH:32]=[CH:31][C:27]([CH2:28][NH:29][CH3:30])=[CH:26][CH:25]=1. No catalyst specified. The product is [F:23][C:24]1[CH:32]=[CH:31][C:27]([CH2:28][N:29]([CH3:30])[CH2:6][CH2:7][N:8]2[CH:12]=[C:11]([C:13]3[CH:18]=[C:17]([C:19]([OH:21])=[O:20])[CH:16]=[CH:15][N:14]=3)[N:10]=[CH:9]2)=[CH:26][CH:25]=1. The yield is 0.230. (5) The reactants are [CH3:1][C:2]1[C:7]([C:8]([OH:10])=O)=[C:6]([CH3:11])[CH:5]=[CH:4][N:3]=1.C(Cl)(=O)C(Cl)=O.[CH3:18][O:19][C:20](=[O:46])[C@H:21]([CH2:38][C:39]1[CH:44]=[CH:43][C:42]([NH2:45])=[CH:41][CH:40]=1)[NH:22][C:23]([C:25]1([CH2:30][CH2:31][CH2:32][CH2:33][S:34]([CH3:37])(=[O:36])=[O:35])[CH2:29][CH2:28][CH2:27][CH2:26]1)=[S:24].C(N(C(C)C)CC)(C)C. The catalyst is ClCCl.CN(C=O)C.O. The product is [CH3:18][O:19][C:20](=[O:46])[C@H:21]([CH2:38][C:39]1[CH:44]=[CH:43][C:42]([NH:45][C:8]([C:7]2[C:2]([CH3:1])=[N:3][CH:4]=[CH:5][C:6]=2[CH3:11])=[O:10])=[CH:41][CH:40]=1)[NH:22][C:23]([C:25]1([CH2:30][CH2:31][CH2:32][CH2:33][S:34]([CH3:37])(=[O:36])=[O:35])[CH2:29][CH2:28][CH2:27][CH2:26]1)=[S:24]. The yield is 0.650. (6) The reactants are [CH3:1][C:2]1[O:6][N:5]=[C:4]([C:7]2[CH:12]=[CH:11][CH:10]=[CH:9][CH:8]=2)[C:3]=1[C:13]1[CH:21]=[CH:20][C:16]([C:17](O)=[O:18])=[CH:15][CH:14]=1.ON1C(=O)[CH2:26][CH2:25][C:24]1=[O:29].Cl.C([N:33]=C=NCCCN(C)C)C.C(OCC)(=O)C. The catalyst is CN(C=O)C. The product is [OH:29][CH2:24][C@@H:25]([NH:33][C:17](=[O:18])[C:16]1[CH:15]=[CH:14][C:13]([C:3]2[C:4]([C:7]3[CH:12]=[CH:11][CH:10]=[CH:9][CH:8]=3)=[N:5][O:6][C:2]=2[CH3:1])=[CH:21][CH:20]=1)[CH3:26]. The yield is 0.870.